Dataset: Reaction yield outcomes from USPTO patents with 853,638 reactions. Task: Predict the reaction yield, written as a fraction of the theoretical maximum amount of product (1.0 means a 100% yield; for example, 0.34 means a 34% yield). (1) The reactants are [NH:1]1[C:9]2[CH:8]=[CH:7][N:6]=[CH:5][C:4]=2[N:3]=[N:2]1.I[C:11]1[CH:16]=[CH:15][CH:14]=[CH:13][CH:12]=1.C([O-])([O-])=O.[Cs+].[Cs+].COC1C2C(=C3C(=CC=2)C(OC)=CC=N3)N=CC=1. The catalyst is C(#N)CCC.C(Cl)(Cl)Cl.[Cu-]=O. The product is [C:11]1([N:1]2[C:9]3[CH:8]=[CH:7][N:6]=[CH:5][C:4]=3[N:3]=[N:2]2)[CH:16]=[CH:15][CH:14]=[CH:13][CH:12]=1. The yield is 0.160. (2) The catalyst is CN(C)C=O. The yield is 0.750. The reactants are [N:1]1[CH:6]=[CH:5][CH:4]=[CH:3][C:2]=1[NH:7][C:8]([N:10]1[C@@H:16]2[CH2:17][N:13]([CH2:14][CH2:15]2)[C:12]2[CH:18]=[CH:19][C:20]([C:22](O)=[O:23])=[N:21][C:11]1=2)=[O:9].CN(C(ON1N=[N:40][C:35]2[CH:36]=[CH:37][CH:38]=N[C:34]1=2)=[N+](C)C)C.F[P-](F)(F)(F)(F)F.CCN(C(C)C)C(C)C.[O:58]1CCC(N)CC1. The product is [N:1]1[CH:6]=[CH:5][CH:4]=[CH:3][C:2]=1[NH:7][C:8]([N:10]1[C@@H:16]2[CH2:17][N:13]([CH2:14][CH2:15]2)[C:12]2[CH:18]=[CH:19][C:20]([C:22]([NH:40][CH:35]3[CH2:36][CH2:37][CH2:38][O:58][CH2:34]3)=[O:23])=[N:21][C:11]1=2)=[O:9]. (3) The reactants are [Br:1][C:2]1[CH:13]=[CH:12][CH:11]=[CH:10][C:3]=1[CH2:4][CH:5]([C:8]#[N:9])[C:6]#[N:7].[H-].[Na+].Br[CH2:17][CH2:18][F:19]. The catalyst is CN(C)C=O. The product is [Br:1][C:2]1[CH:13]=[CH:12][CH:11]=[CH:10][C:3]=1[CH2:4][C:5]([CH2:17][CH2:18][F:19])([C:6]#[N:7])[C:8]#[N:9]. The yield is 0.370. (4) The reactants are Cl[C:2]1[CH:7]=CC=CC=1.[NH:8]1[CH:12]=[CH:11][N:10]=[CH:9]1.[OH-:13].[Na+]. The catalyst is O. The product is [C:12]([N:8]1[CH:2]=[CH:7][N:10]=[CH:9]1)([N:8]1[CH:12]=[CH:11][N:10]=[CH:9]1)=[O:13]. The yield is 0.795.